The task is: Predict the product of the given reaction.. This data is from Forward reaction prediction with 1.9M reactions from USPTO patents (1976-2016). (1) The product is: [CH2:25]1[C:24]2[C:19](=[CH:20][CH:21]=[CH:22][CH:23]=2)[CH2:18][CH:17]1[N:9]([CH2:8][C:5]1[CH:6]=[CH:7][C:2]([C:32]2[CH:31]=[CH:30][CH:29]=[C:28]([CH:26]=[O:27])[CH:33]=2)=[CH:3][CH:4]=1)[C:10](=[O:16])[O:11][C:12]([CH3:13])([CH3:14])[CH3:15]. Given the reactants Br[C:2]1[CH:7]=[CH:6][C:5]([CH2:8][N:9]([CH:17]2[CH2:25][C:24]3[C:19](=[CH:20][CH:21]=[CH:22][CH:23]=3)[CH2:18]2)[C:10](=[O:16])[O:11][C:12]([CH3:15])([CH3:14])[CH3:13])=[CH:4][CH:3]=1.[CH:26]([C:28]1[CH:29]=[C:30](B(O)O)[CH:31]=[CH:32][CH:33]=1)=[O:27], predict the reaction product. (2) Given the reactants [F:1][C:2]([F:31])([F:30])[C:3]1[C:4]([O:19][CH:20]2[CH2:25][CH2:24][CH:23]([C:26]([F:29])([F:28])[F:27])[CH2:22][CH2:21]2)=[CH:5][CH:6]=[C:7]2[C:12]=1[CH:11]=[C:10]([CH2:13]OS(C)(=O)=O)[CH:9]=[CH:8]2.CN(C)C=O.Cl.C(=O)([O-])[O-].[Cs+].[Cs+].O1CCCC1.[OH-].[Li+].O.C[O:53][C:54]([CH:56]1[CH2:63][CH:62]2[NH:64][CH:58]([CH2:59][CH2:60][CH2:61]2)[CH2:57]1)=[O:55], predict the reaction product. The product is: [F:1][C:2]([F:30])([F:31])[C:3]1[C:4]([O:19][C@H:20]2[CH2:21][CH2:22][C@@H:23]([C:26]([F:29])([F:27])[F:28])[CH2:24][CH2:25]2)=[CH:5][CH:6]=[C:7]2[C:12]=1[CH:11]=[C:10]([CH2:13][N:64]1[CH:62]3[CH2:61][CH2:60][CH2:59][CH:58]1[CH2:57][CH:56]([C:54]([OH:53])=[O:55])[CH2:63]3)[CH:9]=[CH:8]2. (3) Given the reactants Br[C:2]1[N:7]=[C:6]2[N:8]([CH3:22])[C:9]3[CH2:14][CH2:13][N:12]([C:15]([O:17][C:18]([CH3:21])([CH3:20])[CH3:19])=[O:16])[CH2:11][C:10]=3[C:5]2=[CH:4][CH:3]=1.[F:23][C:24]([F:39])([F:38])[C:25]1[N:30]=[CH:29][C:28]([C:31]2[CH:36]=[CH:35][NH:34][C:33](=[O:37])[CH:32]=2)=[CH:27][CH:26]=1.C([O-])([O-])=O.[Cs+].[Cs+].OC1C=CC=C2C=1N=CC=C2, predict the reaction product. The product is: [CH3:22][N:8]1[C:6]2=[N:7][C:2]([N:34]3[CH:35]=[CH:36][C:31]([C:28]4[CH:29]=[N:30][C:25]([C:24]([F:23])([F:38])[F:39])=[CH:26][CH:27]=4)=[CH:32][C:33]3=[O:37])=[CH:3][CH:4]=[C:5]2[C:10]2[CH2:11][N:12]([C:15]([O:17][C:18]([CH3:21])([CH3:20])[CH3:19])=[O:16])[CH2:13][CH2:14][C:9]1=2.